Dataset: Full USPTO retrosynthesis dataset with 1.9M reactions from patents (1976-2016). Task: Predict the reactants needed to synthesize the given product. (1) Given the product [Br:1][C:2]1[CH:3]=[C:4]([C:13]([F:16])([F:15])[F:14])[C:5]([CH:11]=[O:21])=[C:6]([N+:8]([O-:10])=[O:9])[CH:7]=1, predict the reactants needed to synthesize it. The reactants are: [Br:1][C:2]1[CH:3]=[C:4]([C:13]([F:16])([F:15])[F:14])[C:5]([CH2:11]Br)=[C:6]([N+:8]([O-:10])=[O:9])[CH:7]=1.C[N+]1([O-])CC[O:21]CC1. (2) Given the product [CH2:20]([O:19][C:17]([NH:16][C:12]1([CH3:15])[CH2:11][CH2:10][N:9]([C:7](=[O:8])[C:6]([OH:27])=[O:5])[CH2:14][CH2:13]1)=[O:18])[C:21]1[CH:26]=[CH:25][CH:24]=[CH:23][CH:22]=1, predict the reactants needed to synthesize it. The reactants are: [OH-].[Na+].C([O:5][C:6](=[O:27])[C:7]([N:9]1[CH2:14][CH2:13][C:12]([NH:16][C:17]([O:19][CH2:20][C:21]2[CH:26]=[CH:25][CH:24]=[CH:23][CH:22]=2)=[O:18])([CH3:15])[CH2:11][CH2:10]1)=[O:8])C. (3) Given the product [Cl:29][C:30]1[CH:38]=[C:37]([CH3:39])[C:33]([C:34]([NH:1][CH2:2][CH2:3][C@H:4]([N:6]2[CH2:7][CH2:8][CH:9]([N:12]([C:21]3[CH:26]=[CH:25][C:24]([O:27][CH3:28])=[CH:23][CH:22]=3)[CH2:13][C:14]3[CH:15]=[N:16][CH:17]=[CH:18][C:19]=3[CH3:20])[CH2:10][CH2:11]2)[CH3:5])=[O:35])=[C:32]([CH3:40])[N:31]=1, predict the reactants needed to synthesize it. The reactants are: [NH2:1][CH2:2][CH2:3][C@H:4]([N:6]1[CH2:11][CH2:10][CH:9]([N:12]([C:21]2[CH:26]=[CH:25][C:24]([O:27][CH3:28])=[CH:23][CH:22]=2)[CH2:13][C:14]2[CH:15]=[N:16][CH:17]=[CH:18][C:19]=2[CH3:20])[CH2:8][CH2:7]1)[CH3:5].[Cl:29][C:30]1[CH:38]=[C:37]([CH3:39])[C:33]([C:34](O)=[O:35])=[C:32]([CH3:40])[N:31]=1.C1C=CC2N(O)N=NC=2C=1.CCN=C=NCCCN(C)C.CCN(C(C)C)C(C)C. (4) Given the product [C:56]([O:55][C:53]([CH2:52][S:48][C:18]1[N:19]=[C:20]2[CH:37]=[C:36]([CH2:38][CH2:39][C:40]3[S:41][CH:42]=[C:43]([CH:45]([CH3:46])[CH3:47])[N:44]=3)[CH:35]=[CH:34][N:21]2[C:22](=[O:33])[C:23]=1/[CH:24]=[CH:25]/[C:26]([O:28][C:29]([CH3:32])([CH3:31])[CH3:30])=[O:27])=[O:54])([CH3:59])([CH3:58])[CH3:57], predict the reactants needed to synthesize it. The reactants are: O(P(O[C:18]1[N:19]=[C:20]2[CH:37]=[C:36]([CH2:38][CH2:39][C:40]3[S:41][CH:42]=[C:43]([CH:45]([CH3:47])[CH3:46])[N:44]=3)[CH:35]=[CH:34][N:21]2[C:22](=[O:33])[C:23]=1/[CH:24]=[CH:25]/[C:26]([O:28][C:29]([CH3:32])([CH3:31])[CH3:30])=[O:27])(OC1C=CC=CC=1)=O)C1C=CC=CC=1.[S-2:48].[Li+].[Li+].Br[CH2:52][C:53]([O:55][C:56]([CH3:59])([CH3:58])[CH3:57])=[O:54].[I-].[Na+]. (5) Given the product [Si:1]([O:18][CH:19]1[CH2:24][N:23]([C:48]([O:47][CH2:46][C:43]2[CH:44]=[CH:45][CH:40]=[CH:41][CH:42]=2)=[O:49])[CH:22]([C:25]2[CH:32]=[CH:31][C:28]([C:29]#[N:30])=[CH:27][CH:26]=2)[CH2:21][CH2:20]1)([C:14]([CH3:16])([CH3:15])[CH3:17])([C:8]1[CH:9]=[CH:10][CH:11]=[CH:12][CH:13]=1)[C:2]1[CH:3]=[CH:4][CH:5]=[CH:6][CH:7]=1, predict the reactants needed to synthesize it. The reactants are: [Si:1]([O:18][CH:19]1[CH2:24][NH:23][CH:22]([C:25]2[CH:32]=[CH:31][C:28]([C:29]#[N:30])=[CH:27][CH:26]=2)[CH2:21][CH2:20]1)([C:14]([CH3:17])([CH3:16])[CH3:15])([C:8]1[CH:13]=[CH:12][CH:11]=[CH:10][CH:9]=1)[C:2]1[CH:7]=[CH:6][CH:5]=[CH:4][CH:3]=1.CCN(CC)CC.[CH:40]1[CH:45]=[CH:44][C:43]([CH2:46][O:47][C:48](Cl)=[O:49])=[CH:42][CH:41]=1. (6) Given the product [S:23]([OH:27])([OH:26])(=[O:25])=[O:24].[NH2:12][C:13]1[CH:14]=[CH:15][C:16]([CH2:19][C:20]([O:22][CH3:2])=[O:21])=[CH:17][CH:18]=1, predict the reactants needed to synthesize it. The reactants are: N[C:2]1C=CC(CC(N)=O)=CC=1.[NH2:12][C:13]1[CH:18]=[CH:17][C:16]([CH2:19][C:20]([OH:22])=[O:21])=[CH:15][CH:14]=1.[S:23](=[O:27])(=[O:26])([OH:25])[OH:24]. (7) Given the product [NH2:23][C:24]1[CH:31]=[CH:30][C:29]([C:2]2[N:7]=[C:6]3[N:8]([CH3:11])[N:9]=[CH:10][C:5]3=[C:4]([C:12]([F:15])([F:14])[F:13])[CH:3]=2)=[CH:28][C:25]=1[C:26]#[N:27], predict the reactants needed to synthesize it. The reactants are: Cl[C:2]1[N:7]=[C:6]2[N:8]([CH3:11])[N:9]=[CH:10][C:5]2=[C:4]([C:12]([F:15])([F:14])[F:13])[CH:3]=1.COCCOC.O.[NH2:23][C:24]1[CH:31]=[CH:30][C:29](B2OC(C)(C)C(C)(C)O2)=[CH:28][C:25]=1[C:26]#[N:27].O.O.P([O-])([O-])([O-])=O.[K+].[K+].[K+]. (8) The reactants are: [NH2:1][C:2]1[CH:7]=[CH:6][C:5]([OH:8])=[C:4]([CH3:9])[C:3]=1[CH3:10].[H-].[Na+].[CH2:13]([O:20][C:21]1[CH:30]=[C:29]2[C:24]([C:25](Cl)=[CH:26][CH:27]=[N:28]2)=[CH:23][C:22]=1[C:32]#[N:33])[C:14]1[CH:19]=[CH:18][CH:17]=[CH:16][CH:15]=1.C(OCC)(=O)C. Given the product [NH2:1][C:2]1[CH:7]=[CH:6][C:5]([O:8][C:25]2[C:24]3[C:29](=[CH:30][C:21]([O:20][CH2:13][C:14]4[CH:19]=[CH:18][CH:17]=[CH:16][CH:15]=4)=[C:22]([C:32]#[N:33])[CH:23]=3)[N:28]=[CH:27][CH:26]=2)=[C:4]([CH3:9])[C:3]=1[CH3:10], predict the reactants needed to synthesize it. (9) Given the product [CH3:45][N:46]1[C:50]([C:2]2[C:11]3[C:6](=[CH:7][CH:8]=[CH:9][CH:10]=3)[C:5]([N:12]3[CH2:17][CH2:16][CH:15]([NH:18][C:19](=[O:25])[O:20][C:21]([CH3:24])([CH3:23])[CH3:22])[CH2:14][CH2:13]3)=[N:4][N:3]=2)=[CH:49][CH:48]=[N:47]1, predict the reactants needed to synthesize it. The reactants are: Cl[C:2]1[C:11]2[C:6](=[CH:7][CH:8]=[CH:9][CH:10]=2)[C:5]([N:12]2[CH2:17][CH2:16][CH:15]([NH:18][C:19](=[O:25])[O:20][C:21]([CH3:24])([CH3:23])[CH3:22])[CH2:14][CH2:13]2)=[N:4][N:3]=1.C1(P(C2C=CC=CC=2)C2C=CC=CC=2)C=CC=CC=1.[CH3:45][N:46]1[C:50](B(O)O)=[CH:49][CH:48]=[N:47]1.C(=O)([O-])[O-].[Na+].[Na+]. (10) Given the product [CH:24]1([NH:23][C:21]([C:16]2[CH:15]=[C:14]([C:11]3[CH:12]=[CH:13][C:8]([C:6]4[O:7][C:3]([CH2:2][O:27][CH2:28][CH3:29])=[N:4][N:5]=4)=[CH:9][CH:10]=3)[C:19]([CH3:20])=[CH:18][CH:17]=2)=[O:22])[CH2:26][CH2:25]1, predict the reactants needed to synthesize it. The reactants are: Cl[CH2:2][C:3]1[O:7][C:6]([C:8]2[CH:13]=[CH:12][C:11]([C:14]3[C:19]([CH3:20])=[CH:18][CH:17]=[C:16]([C:21]([NH:23][CH:24]4[CH2:26][CH2:25]4)=[O:22])[CH:15]=3)=[CH:10][CH:9]=2)=[N:5][N:4]=1.[O-:27][CH2:28][CH3:29].[Na+].